Dataset: M1 muscarinic receptor antagonist screen with 61,756 compounds. Task: Binary Classification. Given a drug SMILES string, predict its activity (active/inactive) in a high-throughput screening assay against a specified biological target. The drug is O(C(=O)C(NC(=O)NCC)C12CC3CC(C2)CC(C1)C3)C. The result is 0 (inactive).